From a dataset of Full USPTO retrosynthesis dataset with 1.9M reactions from patents (1976-2016). Predict the reactants needed to synthesize the given product. (1) Given the product [Cl:11][C:4]1[CH:3]=[C:2]([N:15]2[CH2:14][CH2:13][N:12]([C:18]([O:20][C:21]([CH3:24])([CH3:23])[CH3:22])=[O:19])[CH2:17][CH2:16]2)[N:7]=[C:6]2[CH2:8][CH2:9][CH2:10][C:5]=12, predict the reactants needed to synthesize it. The reactants are: Cl[C:2]1[N:7]=[C:6]2[CH2:8][CH2:9][CH2:10][C:5]2=[C:4]([Cl:11])[CH:3]=1.[N:12]1([C:18]([O:20][C:21]([CH3:24])([CH3:23])[CH3:22])=[O:19])[CH2:17][CH2:16][NH:15][CH2:14][CH2:13]1. (2) Given the product [CH3:24][O:23][CH2:22][CH2:21][O:13][C:5]1[CH:6]=[CH:7][CH:8]=[C:9]([N+:10]([O-:12])=[O:11])[C:4]=1[N+:1]([O-:3])=[O:2], predict the reactants needed to synthesize it. The reactants are: [N+:1]([C:4]1[C:9]([N+:10]([O-:12])=[O:11])=[CH:8][CH:7]=[CH:6][C:5]=1[OH:13])([O-:3])=[O:2].C([O-])([O-])=O.[K+].[K+].Br[CH2:21][CH2:22][O:23][CH3:24]. (3) The reactants are: [CH2:1]([CH:3]([O:6][C:7]1[C:8]([NH:14][CH3:15])=[N:9][C:10]([I:13])=[CH:11][CH:12]=1)[CH2:4][CH3:5])[CH3:2].C1C(=O)N([Br:23])C(=O)C1. Given the product [Br:23][C:11]1[CH:12]=[C:7]([O:6][CH:3]([CH2:4][CH3:5])[CH2:1][CH3:2])[C:8]([NH:14][CH3:15])=[N:9][C:10]=1[I:13], predict the reactants needed to synthesize it. (4) Given the product [CH3:1][C:2]1[CH:7]=[CH:6][C:5]([S:8]([O:11][CH2:12][CH:13]2[CH2:17][C:16]3[CH:18]=[C:19]([F:23])[CH:20]=[C:21]([C:27]4[CH:28]=[CH:29][CH:30]=[CH:31][C:26]=4[C:25]([F:36])([F:35])[F:24])[C:15]=3[O:14]2)(=[O:10])=[O:9])=[CH:4][CH:3]=1, predict the reactants needed to synthesize it. The reactants are: [CH3:1][C:2]1[CH:7]=[CH:6][C:5]([S:8]([O:11][CH2:12][CH:13]2[CH2:17][C:16]3[CH:18]=[C:19]([F:23])[CH:20]=[C:21](Br)[C:15]=3[O:14]2)(=[O:10])=[O:9])=[CH:4][CH:3]=1.[F:24][C:25]([F:36])([F:35])[C:26]1[CH:31]=[CH:30][CH:29]=[CH:28][C:27]=1B(O)O.C(=O)([O-])[O-].[K+].[K+].CC1C=CC(S(OCC2CC3C(C4C=CC=CC=4)=CC=CC=3O2)(=O)=O)=CC=1.